This data is from Reaction yield outcomes from USPTO patents with 853,638 reactions. The task is: Predict the reaction yield, written as a fraction of the theoretical maximum amount of product (1.0 means a 100% yield; for example, 0.34 means a 34% yield). The reactants are [CH3:1][C:2]1[CH:7]=[CH:6][C:5]([S:8]([O:11][CH2:12][C@H:13]([O:16][C:17]2[C:22](C=CC)=[CH:21][CH:20]=[C:19]([F:26])[C:18]=2[C:27]2[CH:32]=[CH:31][CH:30]=[CH:29][C:28]=2[Cl:33])[CH:14]=[CH2:15])(=[O:10])=[O:9])=[CH:4][CH:3]=1. The catalyst is ClCCCl.C(P(C1CCCCC1)(C1CCCCC1)C1CCCCC1)(P(C1CCCCC1)(C1CCCCC1)C1CCCCC1)C1C=CC=CC=1.Cl[Ru]Cl. The product is [CH3:1][C:2]1[CH:7]=[CH:6][C:5]([S:8]([O:11][CH2:12][C@H:13]2[CH:14]=[CH:15][C:22]3[C:17](=[C:18]([C:27]4[CH:32]=[CH:31][CH:30]=[CH:29][C:28]=4[Cl:33])[C:19]([F:26])=[CH:20][CH:21]=3)[O:16]2)(=[O:9])=[O:10])=[CH:4][CH:3]=1. The yield is 0.510.